This data is from Reaction yield outcomes from USPTO patents with 853,638 reactions. The task is: Predict the reaction yield, written as a fraction of the theoretical maximum amount of product (1.0 means a 100% yield; for example, 0.34 means a 34% yield). (1) The reactants are [NH2:1][C:2]1[CH:25]=[CH:24][C:5]([O:6][C:7]2[C:16]3[C:11](=[CH:12][C:13]([O:19][CH2:20][CH2:21][O:22][CH3:23])=[C:14]([C:17]#[N:18])[CH:15]=3)[N:10]=[CH:9][CH:8]=2)=[CH:4][C:3]=1[F:26].[F:27][C:28]1[CH:33]=[CH:32][CH:31]=[CH:30][C:29]=1[N:34]=[C:35]=[O:36]. The catalyst is C1(C)C=CC=CC=1. The product is [C:17]([C:14]1[CH:15]=[C:16]2[C:11](=[CH:12][C:13]=1[O:19][CH2:20][CH2:21][O:22][CH3:23])[N:10]=[CH:9][CH:8]=[C:7]2[O:6][C:5]1[CH:24]=[CH:25][C:2]([NH:1][C:35]([NH:34][C:29]2[CH:30]=[CH:31][CH:32]=[CH:33][C:28]=2[F:27])=[O:36])=[C:3]([F:26])[CH:4]=1)#[N:18]. The yield is 0.720. (2) The reactants are [Cl:1][C:2]1[C:6]([NH:7][CH2:8][CH3:9])=[CH:5][N:4]([C:10]2[CH:11]=[N:12][CH:13]=[CH:14][CH:15]=2)[N:3]=1.N1C=CC=CC=1.[F:22][C:23]([F:33])([F:32])[CH2:24][CH2:25][S:26][CH2:27][CH2:28][C:29](Cl)=[O:30].O. The catalyst is C(Cl)Cl.CN(C)C1C=CN=CC=1. The product is [Cl:1][C:2]1[C:6]([N:7]([CH2:8][CH3:9])[C:29](=[O:30])[CH2:28][CH2:27][S:26][CH2:25][CH2:24][C:23]([F:33])([F:32])[F:22])=[CH:5][N:4]([C:10]2[CH:11]=[N:12][CH:13]=[CH:14][CH:15]=2)[N:3]=1. The yield is 0.890. (3) The reactants are [C:1]([NH:4][C:5]1[CH:6]=[CH:7][C:8]2[O:12][C:11]([CH:13]([NH:20][C:21]3[CH:26]=[CH:25][C:24]([C:27]([N:29]([CH3:37])[CH2:30][CH2:31][C:32]([O:34]CC)=[O:33])=[O:28])=[CH:23][CH:22]=3)[CH:14]3[CH2:19][CH2:18][CH2:17][CH2:16][CH2:15]3)=[C:10]([CH3:38])[C:9]=2[CH:39]=1)(=[O:3])[CH3:2].O1CCCC1.[OH-].[Li+]. The catalyst is C(O)C. The product is [C:1]([NH:4][C:5]1[CH:6]=[CH:7][C:8]2[O:12][C:11]([CH:13]([NH:20][C:21]3[CH:22]=[CH:23][C:24]([C:27]([N:29]([CH3:37])[CH2:30][CH2:31][C:32]([OH:34])=[O:33])=[O:28])=[CH:25][CH:26]=3)[CH:14]3[CH2:19][CH2:18][CH2:17][CH2:16][CH2:15]3)=[C:10]([CH3:38])[C:9]=2[CH:39]=1)(=[O:3])[CH3:2]. The yield is 0.840. (4) The reactants are [Br:1][C:2]1[CH:9]=[C:8]([F:10])[C:5]([C:6]#[N:7])=[C:4](F)[CH:3]=1.[CH2:12]([O:19][C@H:20]1[CH2:24][CH2:23][CH2:22][C@@H:21]1[NH2:25])[C:13]1[CH:18]=[CH:17][CH:16]=[CH:15][CH:14]=1.CCN(C(C)C)C(C)C.[NH4+].[Cl-]. The catalyst is CS(C)=O. The product is [CH2:12]([O:19][C@H:20]1[CH2:24][CH2:23][CH2:22][C@@H:21]1[NH:25][C:4]1[CH:3]=[C:2]([Br:1])[CH:9]=[C:8]([F:10])[C:5]=1[C:6]#[N:7])[C:13]1[CH:18]=[CH:17][CH:16]=[CH:15][CH:14]=1. The yield is 1.00. (5) The reactants are OC1[C:9]([O:10][CH2:11]CC)=[CH:8]C(C=O)=CC=1[N+]([O-])=O.[OH:17][C:18]1[CH:19]=[C:20]([CH:23]=[CH:24][C:25]=1[O:26][CH3:27])[CH:21]=[O:22]. No catalyst specified. The product is [CH3:27][O:26][C:25]1[CH:24]=[CH:23][C:20]([CH:21]=[O:22])=[CH:19][C:18]=1[O:17][CH2:8][CH2:9][O:10][CH3:11]. The yield is 0.890. (6) The reactants are [Cl:1][C:2]1[C:3]2[N:4]([C:8](I)=[C:9]([CH:11]([CH3:13])[CH3:12])[N:10]=2)[CH:5]=[CH:6][CH:7]=1.[F:15][C:16]1[CH:17]=[CH:18][C:19]2=[C:20]([CH:36]=1)[O:21][CH2:22][C:23]1[CH:33]=[C:32]([CH:34]=[O:35])[CH:31]=[CH:30][C:24]=1/[C:25]/2=[C:26](/[CH3:29])\[C:27]#[N:28]. No catalyst specified. The product is [Cl:1][C:2]1[C:3]2[N:4]([C:8]([CH:34]([OH:35])[C:32]3[CH:31]=[CH:30][C:24]4/[C:25](=[C:26](/[CH3:29])\[C:27]#[N:28])/[C:19]5[CH:18]=[CH:17][C:16]([F:15])=[CH:36][C:20]=5[O:21][CH2:22][C:23]=4[CH:33]=3)=[C:9]([CH:11]([CH3:13])[CH3:12])[N:10]=2)[CH:5]=[CH:6][CH:7]=1. The yield is 0.510.